This data is from Full USPTO retrosynthesis dataset with 1.9M reactions from patents (1976-2016). The task is: Predict the reactants needed to synthesize the given product. (1) Given the product [CH:34]1([C:37]([N:2]2[CH2:3][CH2:4][C:5]3[C:10](=[CH:9][CH:8]=[C:7]([NH:11][S:12]([C:15]4[CH:24]=[CH:23][C:22]5[C:17](=[CH:18][CH:19]=[CH:20][CH:21]=5)[CH:16]=4)(=[O:14])=[O:13])[CH:6]=3)[CH2:1]2)=[O:38])[CH2:36][CH2:35]1, predict the reactants needed to synthesize it. The reactants are: [CH2:1]1[C:10]2[C:5](=[CH:6][C:7]([NH:11][S:12]([C:15]3[CH:24]=[CH:23][C:22]4[C:17](=[CH:18][CH:19]=[CH:20][CH:21]=4)[CH:16]=3)(=[O:14])=[O:13])=[CH:8][CH:9]=2)[CH2:4][CH2:3][NH:2]1.C(N(C(C)C)C(C)C)C.[CH:34]1([C:37](Cl)=[O:38])[CH2:36][CH2:35]1. (2) Given the product [Br:1][C:2]1[CH:3]=[CH:4][C:5]([CH:8]([O:29][C:34]2[CH:35]=[CH:36][C:31]([Cl:30])=[CH:32][CH:33]=2)[CH2:9][CH2:10][N:11]2[CH2:16][CH2:15][CH:14]([C:17]3[CH:18]=[C:19]([NH:23][C:24](=[O:28])[CH:25]([CH3:26])[CH3:27])[CH:20]=[CH:21][CH:22]=3)[CH2:13][CH2:12]2)=[CH:6][CH:7]=1, predict the reactants needed to synthesize it. The reactants are: [Br:1][C:2]1[CH:7]=[CH:6][C:5]([CH:8]([OH:29])[CH2:9][CH2:10][N:11]2[CH2:16][CH2:15][CH:14]([C:17]3[CH:18]=[C:19]([NH:23][C:24](=[O:28])[CH:25]([CH3:27])[CH3:26])[CH:20]=[CH:21][CH:22]=3)[CH2:13][CH2:12]2)=[CH:4][CH:3]=1.[Cl:30][C:31]1[CH:36]=[CH:35][C:34](O)=[CH:33][CH:32]=1. (3) Given the product [CH3:3][C:2]([C:4]([O:6][CH3:7])=[O:5])=[CH2:1].[CH3:20][C:19](=[O:21])[O:18][CH2:17][CH:12]([CH2:11][O:10][C:9](=[O:22])[CH3:8])[O:13][C:14](=[O:16])[CH3:15], predict the reactants needed to synthesize it. The reactants are: [CH3:1][C:2]([C:4]([O:6][CH3:7])=[O:5])=[CH2:3].[CH3:8][C:9](=[O:22])[O:10][CH2:11][CH:12]([CH2:17][O:18][C:19](=[O:21])[CH3:20])[O:13][C:14](=[O:16])[CH3:15]. (4) Given the product [CH3:4][C:2]([O:5][C:6](=[O:19])[NH:7][CH2:8][CH2:9][CH2:10][C@@H:11]([OH:12])[C:13]1[N:14]([CH3:18])[CH:15]=[CH:16][N:17]=1)([CH3:1])[CH3:3], predict the reactants needed to synthesize it. The reactants are: [CH3:1][C:2]([O:5][C:6](=[O:19])[NH:7][CH2:8][CH2:9][CH2:10][C:11]([C:13]1[N:14]([CH3:18])[CH:15]=[CH:16][N:17]=1)=[O:12])([CH3:4])[CH3:3].CB1N2CCC[C@H]2C(C2C=CC=CC=2)(C2C=CC=CC=2)O1.B. (5) Given the product [Br:27][C:3]1[C:4]2[C:9](=[CH:8][CH:7]=[CH:6][C:5]=2[O:10][C:11]2[CH:20]=[C:19]([N:21]3[CH2:26][CH2:25][NH:24][CH2:23][CH2:22]3)[CH:18]=[CH:17][C:12]=2[C:13]([O:15][CH3:16])=[O:14])[NH:1][CH:2]=1, predict the reactants needed to synthesize it. The reactants are: [NH:1]1[C:9]2[C:4](=[C:5]([O:10][C:11]3[CH:20]=[C:19]([N:21]4[CH2:26][CH2:25][NH:24][CH2:23][CH2:22]4)[CH:18]=[CH:17][C:12]=3[C:13]([O:15][CH3:16])=[O:14])[CH:6]=[CH:7][CH:8]=2)[CH:3]=[CH:2]1.[Br:27]N1C(=O)CCC1=O.